Dataset: Forward reaction prediction with 1.9M reactions from USPTO patents (1976-2016). Task: Predict the product of the given reaction. (1) Given the reactants [CH3:1]C1C([N+]([O-])=O)=CC([N+]([O-])=O)=CC=1[N+]([O-])=O.[N+:17]([C:20]1C=C(CO)[CH:23]=[C:24]([CH2:26][OH:27])[CH:25]=1)([O-:19])=[O:18].C(O[SiH]([O:37][CH2:38][CH3:39])OCC)C, predict the reaction product. The product is: [N+:17]([C:20]1[CH:25]=[C:24]([CH3:23])[C:26]([OH:27])=[C:39]([CH3:1])[C:38]=1[OH:37])([O-:19])=[O:18]. (2) Given the reactants CC1C=[CH:4][C:5]([NH:9][C:10](N(C)C)=O)=CC=1[Cl:8].CN([C:18]([NH:20][C:21]1[CH:22]=[CH:23][C:24](Cl)=[C:25]([Cl:27])[CH:26]=1)=O)C.[CH3:29][CH:30](C1C=CC(NC(N(C)C)=O)=CC=1)C.CN(OC)C(NC1C=CC(Cl)=C(Cl)C=1)=O, predict the reaction product. The product is: [CH3:10][N+:9]1[CH:26]=[CH:25][C:24]([C:23]2[CH:22]=[CH:21][N+:20]([CH3:18])=[CH:30][CH:29]=2)=[CH:4][CH:5]=1.[Cl-:8].[Cl-:27]. (3) Given the reactants [Cl:1][C:2]1[CH:7]=[CH:6][C:5]([C:8]2[NH:9][C:10]3[N:11]([N:15]=[C:16]([O:21][CH3:22])[C:17]=3[C:18]([NH2:20])=[O:19])[C:12](=[O:14])[CH:13]=2)=[CH:4][CH:3]=1.[CH3:23][C:24]([N:26]([CH3:28])[CH3:27])=O.[CH3:23][C:24]([N:26]([CH3:28])[CH3:27])=O, predict the reaction product. The product is: [Cl:1][C:2]1[CH:7]=[CH:6][C:5]([C:8]2[NH:9][C:10]3[N:11]([N:15]=[C:16]([O:21][CH3:22])[C:17]=3[C:18](/[N:20]=[C:24](/[N:26]([CH3:28])[CH3:27])\[CH3:23])=[O:19])[C:12](=[O:14])[CH:13]=2)=[CH:4][CH:3]=1. (4) Given the reactants [CH2:1]([O:3][C:4](=[O:17])[C:5]([O:8][C:9]1[CH:14]=[CH:13][C:12]([OH:15])=[CH:11][C:10]=1[CH3:16])([CH3:7])[CH3:6])[CH3:2].Cl[CH2:19][C:20]1[C:21]([CH2:36][CH2:37][O:38][CH3:39])=[N:22][C:23]([C:26]2[CH:31]=[CH:30][C:29]([C:32]([F:35])([F:34])[F:33])=[CH:28][CH:27]=2)=[N:24][CH:25]=1.[I-].[Na+], predict the reaction product. The product is: [CH2:1]([O:3][C:4](=[O:17])[C:5]([O:8][C:9]1[CH:14]=[CH:13][C:12]([O:15][CH2:19][C:20]2[C:21]([CH2:36][CH2:37][O:38][CH3:39])=[N:22][C:23]([C:26]3[CH:27]=[CH:28][C:29]([C:32]([F:35])([F:34])[F:33])=[CH:30][CH:31]=3)=[N:24][CH:25]=2)=[CH:11][C:10]=1[CH3:16])([CH3:6])[CH3:7])[CH3:2]. (5) Given the reactants [OH:1][CH2:2][CH2:3][CH2:4][O:5][C:6]1[CH:11]=[CH:10][C:9]([CH2:12][C@H:13]([O:17][CH3:18])[C:14]([OH:16])=[O:15])=[CH:8][CH:7]=1.[C:19]1([C:25]2[CH:30]=[CH:29][CH:28]=[CH:27][C:26]=2O)[CH:24]=[CH:23][CH:22]=[CH:21][CH:20]=1, predict the reaction product. The product is: [C:19]1([C:25]2[CH:26]=[CH:27][CH:28]=[CH:29][CH:30]=2)[CH:24]=[CH:23][CH:22]=[CH:21][C:20]=1[O:1][CH2:2][CH2:3][CH2:4][O:5][C:6]1[CH:11]=[CH:10][C:9]([CH2:12][C@H:13]([O:17][CH3:18])[C:14]([OH:16])=[O:15])=[CH:8][CH:7]=1. (6) Given the reactants [NH:1]1[C:9]2[CH:8]=[CH:7][N:6]=[CH:5][C:4]=2[N:3]=[CH:2]1.[C:10]1(B(O)O)[CH:15]=[CH:14][CH:13]=[CH:12][CH:11]=1, predict the reaction product. The product is: [C:10]1([N:1]2[C:9]3[CH:8]=[CH:7][N:6]=[CH:5][C:4]=3[N:3]=[CH:2]2)[CH:15]=[CH:14][CH:13]=[CH:12][CH:11]=1.[C:10]1([N:3]2[C:4]3[CH:5]=[N:6][CH:7]=[CH:8][C:9]=3[N:1]=[CH:2]2)[CH:15]=[CH:14][CH:13]=[CH:12][CH:11]=1. (7) Given the reactants C([O-])(=O)C.[Na+].Br[C:7]([CH3:13])([CH3:12])[C:8]([O:10]C)=[O:9].[CH3:14][O:15][C:16]1[CH:22]=[CH:21][C:20]([CH2:23][S:24]([CH2:27][CH2:28][C:29]2[C:34]([O:35][CH3:36])=[CH:33][C:32]([O:37][CH3:38])=[CH:31][C:30]=2[O:39][CH3:40])(=[O:26])=[O:25])=[CH:19][C:17]=1[NH2:18].C(Cl)(Cl)Cl.CO, predict the reaction product. The product is: [CH3:14][O:15][C:16]1[CH:22]=[CH:21][C:20]([CH2:23][S:24]([CH2:27][CH2:28][C:29]2[C:30]([O:39][CH3:40])=[CH:31][C:32]([O:37][CH3:38])=[CH:33][C:34]=2[O:35][CH3:36])(=[O:26])=[O:25])=[CH:19][C:17]=1[NH:18][C:7]([CH3:13])([CH3:12])[C:8]([OH:10])=[O:9]. (8) Given the reactants [CH2:1]1[C:10]2[C:5](=[CH:6][CH:7]=[CH:8][CH:9]=2)[CH2:4][CH2:3][NH:2]1.S(=O)(=O)(O)O.[N+:16]([O-])([O-:18])=[O:17].[K+].N.Cl, predict the reaction product. The product is: [N+:16]([C:8]1[CH:9]=[C:10]2[C:5]([CH2:4][CH2:3][NH:2][CH2:1]2)=[CH:6][CH:7]=1)([O-:18])=[O:17]. (9) Given the reactants C([O:9][CH2:10][CH2:11][O:12][CH2:13][CH2:14][N:15]1[C:23]2[C:22](Cl)=[N:21][CH:20]=[N:19][C:18]=2[CH:17]=[CH:16]1)(=O)C1C=CC=CC=1.[CH2:25]([O:27]/[N:28]=[C:29](/[C:31]1[CH:36]=[CH:35][CH:34]=[C:33]([O:37][C:38]2[CH:43]=[CH:42][C:41]([NH2:44])=[CH:40][C:39]=2[Cl:45])[CH:32]=1)\[CH3:30])[CH3:26].C(=O)([O-])O.[Na+], predict the reaction product. The product is: [CH2:25]([O:27]/[N:28]=[C:29](/[C:31]1[CH:36]=[CH:35][CH:34]=[C:33]([O:37][C:38]2[CH:43]=[CH:42][C:41]([NH:44][C:22]3[C:23]4[N:15]([CH2:14][CH2:13][O:12][CH2:11][CH2:10][OH:9])[CH:16]=[CH:17][C:18]=4[N:19]=[CH:20][N:21]=3)=[CH:40][C:39]=2[Cl:45])[CH:32]=1)\[CH3:30])[CH3:26]. (10) Given the reactants [CH3:1][N:2]1[CH2:8][CH2:7][CH2:6][C:5]2[O:9][C:10]3[CH:15]=[C:14]([N:16]4[CH:21]=[CH:20][C:19]([O:22][CH2:23][C:24]5[CH:25]=[N:26][C:27]([C:30]([F:33])([F:32])[F:31])=[CH:28][CH:29]=5)=[CH:18][C:17]4=[O:34])[CH:13]=[CH:12][C:11]=3[C:4]=2[CH2:3]1.[ClH:35].CCOCC, predict the reaction product. The product is: [ClH:35].[CH3:1][N:2]1[CH2:8][CH2:7][CH2:6][C:5]2[O:9][C:10]3[CH:15]=[C:14]([N:16]4[CH:21]=[CH:20][C:19]([O:22][CH2:23][C:24]5[CH:25]=[N:26][C:27]([C:30]([F:32])([F:33])[F:31])=[CH:28][CH:29]=5)=[CH:18][C:17]4=[O:34])[CH:13]=[CH:12][C:11]=3[C:4]=2[CH2:3]1.